Dataset: Forward reaction prediction with 1.9M reactions from USPTO patents (1976-2016). Task: Predict the product of the given reaction. (1) Given the reactants [CH2:1]([O:5][CH:6]=[CH2:7])[CH2:2][CH2:3][CH3:4].[C:8]([OH:13])(=[O:12])[C:9]([CH3:11])=[CH2:10], predict the reaction product. The product is: [C:8]([O:13][CH:6]([O:5][CH2:1][CH2:2][CH2:3][CH3:4])[CH3:7])(=[O:12])[C:9]([CH3:11])=[CH2:10]. (2) Given the reactants [F:1][C:2]1[CH:15]=[N:14][C:5]2[NH:6][C:7]3[N+:12]([O-])=[CH:11][CH:10]=[CH:9][C:8]=3[C:4]=2[CH:3]=1.CS([Cl:20])(=O)=O, predict the reaction product. The product is: [Cl:20][C:9]1[C:8]2[C:4]3[CH:3]=[C:2]([F:1])[CH:15]=[N:14][C:5]=3[NH:6][C:7]=2[N:12]=[CH:11][CH:10]=1.